This data is from Full USPTO retrosynthesis dataset with 1.9M reactions from patents (1976-2016). The task is: Predict the reactants needed to synthesize the given product. The reactants are: S(=O)(=O)(O)N.[O:6]([C:13]1[CH:20]=[CH:19][C:16]([CH:17]=[O:18])=[CH:15][CH:14]=1)[C:7]1[CH:12]=[CH:11][CH:10]=[CH:9][CH:8]=1.Cl([O-])=[O:22].[Na+]. Given the product [O:6]([C:13]1[CH:14]=[CH:15][C:16]([C:17]([OH:22])=[O:18])=[CH:19][CH:20]=1)[C:7]1[CH:8]=[CH:9][CH:10]=[CH:11][CH:12]=1, predict the reactants needed to synthesize it.